Dataset: Catalyst prediction with 721,799 reactions and 888 catalyst types from USPTO. Task: Predict which catalyst facilitates the given reaction. (1) Reactant: [C:1]([O:5][C:6]([NH:8][C@@H:9]([CH:13]1[CH2:15][CH2:14]1)[C:10]([OH:12])=[O:11])=[O:7])([CH3:4])([CH3:3])[CH3:2].[H-].[Na+].CI.[C:20](O)(=O)CC(CC(O)=O)(C(O)=O)O. Product: [C:1]([O:5][C:6]([N:8]([CH3:20])[C@@H:9]([CH:13]1[CH2:14][CH2:15]1)[C:10]([OH:12])=[O:11])=[O:7])([CH3:4])([CH3:2])[CH3:3]. The catalyst class is: 7. (2) Reactant: C[CH:2]([CH2:6][C@H:7]([C@@H:9]1[C@:26]2([CH3:27])[C@H:12]([C@H:13]3[C@H:23]([CH2:24][C@@H:25]2[OH:28])[C@:21]2([CH3:22])[C@@H:16]([CH2:17][C@@H:18]([O:29][CH2:30][CH2:31][N:32]([C:34]4[CH:39]=[CH:38][C:37]([C@H:40]5[CH2:57][C@@:55]6([CH3:56])[C@@H:51]([CH2:52][CH2:53][C@:54]6([OH:61])[C:58]#[C:59][CH3:60])[C@H:50]6[C:41]5=[C:42]5[C:47]([CH2:48][CH2:49]6)=[CH:46][C:45](=[O:62])[CH2:44][CH2:43]5)=[CH:36][CH:35]=4)[CH3:33])[CH2:19][CH2:20]2)[CH2:15][C@H:14]3[O:63][CH2:64][O:65][C:66](=[O:78])[CH2:67][CH2:68][CH2:69][NH:70][C:71]([O:73][C:74]([CH3:77])([CH3:76])[CH3:75])=[O:72])[CH2:11][CH2:10]1)[CH3:8])[C:3]([OH:5])=[O:4].[Li+].[OH-]. Product: [C:74]([O:73][C:71]([NH:70][CH2:69][CH2:68][CH2:67][C:66]([O:65][CH2:64][O:63][C@@H:14]1[CH2:15][C@H:16]2[C@:21]([CH3:22])([CH2:20][CH2:19][C@H:18]([O:29][CH2:30][CH2:31][N:32]([C:34]3[CH:39]=[CH:38][C:37]([C@H:40]4[CH2:57][C@@:55]5([CH3:56])[C@@H:51]([CH2:52][CH2:53][C@:54]5([OH:61])[C:58]#[C:59][CH3:60])[C@H:50]5[C:41]4=[C:42]4[C:47]([CH2:48][CH2:49]5)=[CH:46][C:45](=[O:62])[CH2:44][CH2:43]4)=[CH:36][CH:35]=3)[CH3:33])[CH2:17]2)[C@@H:23]2[C@@H:13]1[C@H:12]1[C@:26]([CH3:27])([C@@H:25]([OH:28])[CH2:24]2)[C@@H:9]([C@H:7]([CH3:8])[CH2:6][CH2:2][C:3]([OH:5])=[O:4])[CH2:10][CH2:11]1)=[O:78])=[O:72])([CH3:77])([CH3:75])[CH3:76]. The catalyst class is: 1. (3) Reactant: [NH2:1][C:2](=[C:10]([C:15](=O)[CH:16]([CH3:18])[CH3:17])[C:11]([O:13][CH3:14])=[O:12])[C:3]1[CH:8]=[CH:7][C:6]([F:9])=[CH:5][CH:4]=1.[N:20]#[C:21][NH2:22].O. Product: [NH2:22][C:21]1[N:1]=[C:2]([C:3]2[CH:8]=[CH:7][C:6]([F:9])=[CH:5][CH:4]=2)[C:10]([C:11]([O:13][CH3:14])=[O:12])=[C:15]([CH:16]([CH3:18])[CH3:17])[N:20]=1. The catalyst class is: 195. (4) Reactant: [C:1]([O:5][C:6]([NH:8][CH2:9][C:10]1[S:11][CH:12]=[C:13]([C:15]([OH:17])=[O:16])[N:14]=1)=[O:7])([CH3:4])([CH3:3])[CH3:2].[CH3:18]I.[H-].[Na+]. Product: [C:1]([O:5][C:6]([N:8]([CH2:9][C:10]1[S:11][CH:12]=[C:13]([C:15]([OH:17])=[O:16])[N:14]=1)[CH3:18])=[O:7])([CH3:4])([CH3:2])[CH3:3]. The catalyst class is: 56. (5) Reactant: [C:1]([C:4]1[CH:19]=[CH:18][C:7]([CH2:8][N:9]2[CH2:14][CH2:13][N:12]([C:15](=[O:17])[CH3:16])[CH2:11][CH2:10]2)=[CH:6][CH:5]=1)(=[O:3])[CH3:2].C([O:24][C:25](=[O:36])/[CH:26]=[CH:27]/[C:28]1[CH:33]=[CH:32][C:31]([CH:34]=O)=[CH:30][N:29]=1)(C)(C)C.[OH-].[K+]. Product: [C:15]([N:12]1[CH2:13][CH2:14][N:9]([CH2:8][C:7]2[CH:18]=[CH:19][C:4]([C:1](=[O:3])/[CH:2]=[CH:34]/[C:31]3[CH:32]=[CH:33][C:28](/[CH:27]=[CH:26]/[C:25]([OH:36])=[O:24])=[N:29][CH:30]=3)=[CH:5][CH:6]=2)[CH2:10][CH2:11]1)(=[O:17])[CH3:16]. The catalyst class is: 14. (6) Product: [C:1]([O:5][C:6]([CH2:8][N:9]1[C:17]2[C:12](=[CH:13][CH:14]=[CH:15][CH:16]=2)[CH:11]=[C:10]1[C:18]([NH:20][C@H:21]([C:25]([NH:27][CH:28]([C:37](=[O:50])[CH2:38][O:39][C:40]1[C:45]([F:46])=[C:44]([F:47])[CH:43]=[C:42]([F:48])[C:41]=1[F:49])[CH2:29][C:30]([O:32][C:33]([CH3:34])([CH3:35])[CH3:36])=[O:31])=[O:26])[CH:22]([CH3:24])[CH3:23])=[O:19])=[O:7])([CH3:3])([CH3:4])[CH3:2]. Reactant: [C:1]([O:5][C:6]([CH2:8][N:9]1[C:17]2[C:12](=[CH:13][CH:14]=[CH:15][CH:16]=2)[CH:11]=[C:10]1[C:18]([NH:20][C@H:21]([C:25]([NH:27][CH:28]([CH:37]([OH:50])[CH2:38][O:39][C:40]1[C:45]([F:46])=[C:44]([F:47])[CH:43]=[C:42]([F:48])[C:41]=1[F:49])[CH2:29][C:30]([O:32][C:33]([CH3:36])([CH3:35])[CH3:34])=[O:31])=[O:26])[CH:22]([CH3:24])[CH3:23])=[O:19])=[O:7])([CH3:4])([CH3:3])[CH3:2].CC(OI1(OC(C)=O)(OC(C)=O)OC(=O)C2C=CC=CC1=2)=O. The catalyst class is: 2. (7) Reactant: [CH3:1][CH:2]([C:8](=[O:10])[CH3:9])[C:3]([O:5][CH2:6][CH3:7])=[O:4].[Br:11]Br. Product: [Br:11][CH2:9][C:8](=[O:10])[CH:2]([CH3:1])[C:3]([O:5][CH2:6][CH3:7])=[O:4]. The catalyst class is: 6. (8) Reactant: [C:1]([O:5][C:6](=[O:19])[NH:7][CH:8]1[CH2:17][C:16]2[C:11](=[N:12][CH:13]=[CH:14][CH:15]=2)[NH:10][C:9]1=[O:18])([CH3:4])([CH3:3])[CH3:2].[H-].[Na+].[F:22][C:23]1[CH:30]=[CH:29][C:26]([CH2:27]Br)=[CH:25][CH:24]=1. Product: [C:1]([O:5][C:6](=[O:19])[NH:7][CH:8]1[CH2:17][C:16]2[C:11](=[N:12][CH:13]=[CH:14][CH:15]=2)[N:10]([CH2:27][C:26]2[CH:29]=[CH:30][C:23]([F:22])=[CH:24][CH:25]=2)[C:9]1=[O:18])([CH3:4])([CH3:2])[CH3:3]. The catalyst class is: 3. (9) Reactant: [CH2:1]([NH:8][CH2:9][C@H:10]([NH:12][S:13]([C:16]1[CH:17]=[C:18]2[C:23](=[CH:24][CH:25]=1)[CH:22]=[N:21][CH:20]=[CH:19]2)(=[O:15])=[O:14])[CH3:11])[C:2]1[CH:7]=[CH:6][CH:5]=[CH:4][CH:3]=1.[ClH:26].C(OCC)C. Product: [ClH:26].[ClH:26].[CH2:1]([NH:8][CH2:9][C@H:10]([NH:12][S:13]([C:16]1[CH:17]=[C:18]2[C:23](=[CH:24][CH:25]=1)[CH:22]=[N:21][CH:20]=[CH:19]2)(=[O:15])=[O:14])[CH3:11])[C:2]1[CH:3]=[CH:4][CH:5]=[CH:6][CH:7]=1. The catalyst class is: 4.